From a dataset of Reaction yield outcomes from USPTO patents with 853,638 reactions. Predict the reaction yield, written as a fraction of the theoretical maximum amount of product (1.0 means a 100% yield; for example, 0.34 means a 34% yield). (1) The reactants are [C:1]([O:5][C:6](=[O:36])[NH:7][C:8]1([C:12]2[CH:17]=[CH:16][C:15]([C:18]3[C:27](=[O:28])[C:26]4[C:21](=[CH:22][CH:23]=[C:24](F)[CH:25]=4)[O:20][C:19]=3[C:30]3[CH:35]=[CH:34][CH:33]=[CH:32][CH:31]=3)=[CH:14][CH:13]=2)[CH2:11][CH2:10][CH2:9]1)([CH3:4])([CH3:3])[CH3:2].[F:37]C1C=C2C(C(=O)C(I)=C(C3C=CC=CC=3)O2)=CC=1. No catalyst specified. The product is [C:1]([O:5][C:6](=[O:36])[NH:7][C:8]1([C:12]2[CH:13]=[CH:14][C:15]([C:18]3[C:27](=[O:28])[C:26]4[C:21](=[CH:22][C:23]([F:37])=[CH:24][CH:25]=4)[O:20][C:19]=3[C:30]3[CH:35]=[CH:34][CH:33]=[CH:32][CH:31]=3)=[CH:16][CH:17]=2)[CH2:9][CH2:10][CH2:11]1)([CH3:3])([CH3:2])[CH3:4]. The yield is 0.950. (2) The reactants are II.C([Mg]Br)(C)C.[Li]CCCC.[C:13]([O:17][C:18](=[O:42])[C:19]1[CH:24]=[C:23]([O:25][CH2:26][C:27]2[CH:32]=[CH:31][CH:30]=[CH:29][CH:28]=2)[C:22](Br)=[C:21]([O:34][CH2:35][C:36]2[CH:41]=[CH:40][CH:39]=[CH:38][CH:37]=2)[CH:20]=1)([CH3:16])([CH3:15])[CH3:14].C([Cu])#N.[Li+].[Cl-].Br[CH2:49][C:50]([CH3:52])=[CH2:51]. The catalyst is C1COCC1. The product is [C:13]([O:17][C:18](=[O:42])[C:19]1[CH:24]=[C:23]([O:25][CH2:26][C:27]2[CH:32]=[CH:31][CH:30]=[CH:29][CH:28]=2)[C:22]([CH2:51][C:50]([CH3:52])=[CH2:49])=[C:21]([O:34][CH2:35][C:36]2[CH:41]=[CH:40][CH:39]=[CH:38][CH:37]=2)[CH:20]=1)([CH3:16])([CH3:15])[CH3:14]. The yield is 0.844.